From a dataset of Reaction yield outcomes from USPTO patents with 853,638 reactions. Predict the reaction yield, written as a fraction of the theoretical maximum amount of product (1.0 means a 100% yield; for example, 0.34 means a 34% yield). (1) The reactants are Br[CH:2]=[C:3]1[C:9]2[CH:10]=[CH:11][CH:12]=[C:13]([Cl:14])[C:8]=2[CH2:7][CH2:6][C:5]2[CH:15]=[CH:16][CH:17]=[CH:18][C:4]1=2.[CH2:19]([S:21]([NH:24][C:25]1[CH:26]=[C:27](B(O)O)[CH:28]=[CH:29][CH:30]=1)(=[O:23])=[O:22])[CH3:20]. No catalyst specified. The product is [Cl:14][C:13]1[C:8]2[CH2:7][CH2:6][C:5]3[CH:15]=[CH:16][CH:17]=[CH:18][C:4]=3[C:3](=[CH:2][C:29]3[CH:30]=[C:25]([NH:24][S:21]([CH2:19][CH3:20])(=[O:22])=[O:23])[CH:26]=[CH:27][CH:28]=3)[C:9]=2[CH:10]=[CH:11][CH:12]=1. The yield is 0.840. (2) The reactants are [C:1]([C:5]1[CH:10]=[C:9]([Br:11])[C:8]([N+:12]([O-:14])=[O:13])=[CH:7][C:6]=1[OH:15])([CH3:4])([CH3:3])[CH3:2].[C:16]([O-])([O-])=O.[Cs+].[Cs+].CI. The catalyst is CN(C=O)C.O. The product is [C:1]([C:5]1[CH:10]=[C:9]([Br:11])[C:8]([N+:12]([O-:14])=[O:13])=[CH:7][C:6]=1[O:15][CH3:16])([CH3:4])([CH3:2])[CH3:3]. The yield is 0.690. (3) The reactants are Br[CH:2]1[C:10]2[C:5](=[CH:6][C:7]([Cl:12])=[C:8]([Cl:11])[CH:9]=2)[C:4](=[O:13])[O:3]1.[O:14]1CCOCC1. The catalyst is Cl. The product is [Cl:11][C:8]1[C:7]([Cl:12])=[CH:6][C:5]([C:4]([OH:3])=[O:13])=[C:10]([CH:2]=[O:14])[CH:9]=1. The yield is 0.730.